Dataset: Reaction yield outcomes from USPTO patents with 853,638 reactions. Task: Predict the reaction yield, written as a fraction of the theoretical maximum amount of product (1.0 means a 100% yield; for example, 0.34 means a 34% yield). (1) The reactants are Br[CH2:2][C:3]1[CH:8]=[CH:7][C:6]([N+:9]([O-:11])=[O:10])=[CH:5][CH:4]=1.[N:12]1([C:18]([O:20][C:21]([CH3:24])([CH3:23])[CH3:22])=[O:19])[CH2:17][CH2:16][NH:15][CH2:14][CH2:13]1.C(=O)([O-])[O-].[Na+].[Na+].O. The catalyst is CN(C=O)C. The product is [N+:9]([C:6]1[CH:7]=[CH:8][C:3]([CH2:2][N:15]2[CH2:14][CH2:13][N:12]([C:18]([O:20][C:21]([CH3:24])([CH3:23])[CH3:22])=[O:19])[CH2:17][CH2:16]2)=[CH:4][CH:5]=1)([O-:11])=[O:10]. The yield is 0.950. (2) The reactants are [Cl:1][C:2]1[O:6][N:5]=[C:4]([C:7]([OH:9])=O)[CH:3]=1.C(Cl)(=O)C(Cl)=O.[CH2:16]([O:18][C:19](=[O:25])[CH:20]=[CH:21][N:22]([CH3:24])[CH3:23])[CH3:17].C(N(CC)CC)C. The catalyst is ClCCl.CN(C)C=O. The product is [CH2:16]([O:18][C:19](=[O:25])[C:20]([C:7]([C:4]1[CH:3]=[C:2]([Cl:1])[O:6][N:5]=1)=[O:9])=[CH:21][N:22]([CH3:24])[CH3:23])[CH3:17]. The yield is 0.200. (3) The reactants are CN(C(ON1N=NC2C=CC=NC1=2)=[N+](C)C)C.F[P-](F)(F)(F)(F)F.[F:25][C:26]1[CH:27]=[C:28]([NH:37][C:38]([C@@H:40]2[NH:49][CH2:48][CH2:47][C:46]3[N:45]=[C:44]([O:50][CH3:51])[CH:43]=[CH:42][C:41]2=3)=[O:39])[CH:29]=[C:30]2[C:34]=1[C:33]([CH3:36])([CH3:35])[CH2:32][CH2:31]2.CCN(C(C)C)C(C)C.[C@H:61]1([C:68](O)=[O:69])[CH2:64][C@H:63]([C:65]([OH:67])=[O:66])[CH2:62]1. The catalyst is CN(C=O)C.O.C(#N)C.O. The product is [F:25][C:26]1[CH:27]=[C:28]([NH:37][C:38]([C@@H:40]2[N:49]([C:68]([C@H:61]3[CH2:64][C@H:63]([C:65]([OH:67])=[O:66])[CH2:62]3)=[O:69])[CH2:48][CH2:47][C:46]3[N:45]=[C:44]([O:50][CH3:51])[CH:43]=[CH:42][C:41]2=3)=[O:39])[CH:29]=[C:30]2[C:34]=1[C:33]([CH3:35])([CH3:36])[CH2:32][CH2:31]2. The yield is 0.179.